This data is from Catalyst prediction with 721,799 reactions and 888 catalyst types from USPTO. The task is: Predict which catalyst facilitates the given reaction. (1) Reactant: [C:1]([O:5][C:6]([N:8]1[CH2:13][CH2:12][C:11]([C:16]2[CH:21]=[CH:20][C:19]([Cl:22])=[CH:18][CH:17]=2)([C:14]#[N:15])[CH2:10][CH2:9]1)=[O:7])([CH3:4])([CH3:3])[CH3:2].[OH-:23].[Na+].Cl. Product: [C:1]([O:5][C:6]([N:8]1[CH2:9][CH2:10][C:11]([C:14](=[O:23])[NH2:15])([C:16]2[CH:21]=[CH:20][C:19]([Cl:22])=[CH:18][CH:17]=2)[CH2:12][CH2:13]1)=[O:7])([CH3:4])([CH3:2])[CH3:3]. The catalyst class is: 8. (2) Reactant: [Cl:1][C:2]1[CH:3]=[C:4]([CH:6]=[CH:7][C:8]=1[I:9])N.C(ON=O)CC(C)C.[CH2:18]([S:20]SCC)[CH3:19]. Product: [Cl:1][C:2]1[CH:3]=[C:4]([S:20][CH2:18][CH3:19])[CH:6]=[CH:7][C:8]=1[I:9]. The catalyst class is: 10. (3) Reactant: I[C:2]1[C:10]2[C:5](=[N:6][CH:7]=[N:8][C:9]=2[NH2:11])[N:4]([CH:12]([C:14]2[CH:15]=[C:16]3[N:21]([C:22]=2[C:23]2[CH:28]=[CH:27][CH:26]=[CH:25][N:24]=2)[CH:20]=[CH:19][CH:18]=[CH:17]3)[CH3:13])[N:3]=1.[Cl:29][C:30]1[CH:31]=[C:32](B(O)O)[CH:33]=[C:34]([OH:36])[CH:35]=1.CCO.C([O-])([O-])=O.[Na+].[Na+]. Product: [NH2:11][C:9]1[N:8]=[CH:7][N:6]=[C:5]2[N:4]([CH:12]([C:14]3[CH:15]=[C:16]4[N:21]([C:22]=3[C:23]3[CH:28]=[CH:27][CH:26]=[CH:25][N:24]=3)[CH:20]=[CH:19][CH:18]=[CH:17]4)[CH3:13])[N:3]=[C:2]([C:32]3[CH:33]=[C:34]([OH:36])[CH:35]=[C:30]([Cl:29])[CH:31]=3)[C:10]=12. The catalyst class is: 104. (4) Product: [CH2:13]([O:9][C:8]1[C:3]([C:2]([F:1])([F:10])[F:11])=[N:4][CH:5]=[CH:6][CH:7]=1)[C:14]1[CH:19]=[CH:18][CH:17]=[CH:16][CH:15]=1. The catalyst class is: 210. Reactant: [F:1][C:2]([F:11])([F:10])[C:3]1[C:8]([OH:9])=[CH:7][CH:6]=[CH:5][N:4]=1.Br[CH2:13][C:14]1[CH:19]=[CH:18][CH:17]=[CH:16][CH:15]=1.C([O-])([O-])=O.[K+].[K+].O. (5) Reactant: Br[CH2:2][C:3]1[C:4]([CH3:17])=[CH:5][C:6](=[O:16])[N:7]([C:9]2[CH:14]=[CH:13][C:12]([F:15])=[CH:11][CH:10]=2)[N:8]=1.[F:18][C:19]([F:26])([F:25])[C:20]1[CH:24]=[CH:23][NH:22][N:21]=1.C(=O)([O-])[O-].[K+].[K+]. Product: [F:15][C:12]1[CH:13]=[CH:14][C:9]([N:7]2[C:6](=[O:16])[CH:5]=[C:4]([CH3:17])[C:3]([CH2:2][N:22]3[CH:23]=[CH:24][C:20]([C:19]([F:26])([F:25])[F:18])=[N:21]3)=[N:8]2)=[CH:10][CH:11]=1. The catalyst class is: 35. (6) Reactant: Cl[C:2]1[N:7]=[C:6]([N:8]=[CH:9][N:10]([CH3:12])[CH3:11])[C:5]([C:13]#[N:14])=[N:4][C:3]=1[C:15]1[CH:20]=[CH:19][C:18](=[O:21])[N:17]([CH:22]([CH3:24])[CH3:23])[N:16]=1.[F:25][C:26]1[CH:27]=[C:28](B(O)O)[CH:29]=[CH:30][CH:31]=1.C([O-])([O-])=O.[Na+].[Na+].O. Product: [C:13]([C:5]1[C:6]([N:8]=[CH:9][N:10]([CH3:12])[CH3:11])=[N:7][C:2]([C:30]2[CH:29]=[CH:28][CH:27]=[C:26]([F:25])[CH:31]=2)=[C:3]([C:15]2[CH:20]=[CH:19][C:18](=[O:21])[N:17]([CH:22]([CH3:24])[CH3:23])[N:16]=2)[N:4]=1)#[N:14]. The catalyst class is: 25.